Dataset: Reaction yield outcomes from USPTO patents with 853,638 reactions. Task: Predict the reaction yield, written as a fraction of the theoretical maximum amount of product (1.0 means a 100% yield; for example, 0.34 means a 34% yield). (1) The reactants are [CH2:1]([NH2:4])[C:2]#[CH:3].C(N(CC)C(C)C)(C)C.[N+:14]([C:17]1[CH:22]=[CH:21][CH:20]=[CH:19][C:18]=1[S:23](Cl)(=[O:25])=[O:24])([O-:16])=[O:15]. The catalyst is C(Cl)Cl. The product is [N+:14]([C:17]1[CH:22]=[CH:21][CH:20]=[CH:19][C:18]=1[S:23]([NH:4][CH2:1][C:2]#[CH:3])(=[O:25])=[O:24])([O-:16])=[O:15]. The yield is 0.840. (2) The reactants are [Br:1][C:2]1[CH:3]=[C:4]2[C:9](=[CH:10][CH:11]=1)[O:8][CH:7]=[C:6]([CH:12]=[O:13])[C:5]2=[O:14].[CH2:15]=[C:16]([O:19][Si](C)(C)C)[CH:17]=[CH2:18]. The catalyst is C(Cl)Cl.[I-].[Zn+2].[I-]. The product is [Br:1][C:2]1[CH:3]=[C:4]2[C:9]([O:8][CH:7]3[C:6]([CH:12]=[O:13])([C:5]2=[O:14])[CH2:18][CH2:17][C:16](=[O:19])[CH2:15]3)=[CH:10][CH:11]=1. The yield is 0.880. (3) The reactants are C[O:2][C:3](=[O:33])[CH2:4][O:5][C:6]1[CH:19]=[CH:18][C:17]2[S:16][C:15]3[C:10](=[CH:11][CH:12]=[CH:13][C:14]=3[C:20]3[O:21][C:22]([N:27]4[CH2:32][CH2:31][O:30][CH2:29][CH2:28]4)=[CH:23][C:24](=[O:26])[CH:25]=3)[S:9][C:8]=2[CH:7]=1.[OH-].[Na+:35]. The catalyst is CO. The product is [Na+:35].[N:27]1([C:22]2[O:21][C:20]([C:14]3[CH:13]=[CH:12][CH:11]=[C:10]4[C:15]=3[S:16][C:17]3[CH:18]=[CH:19][C:6]([O:5][CH2:4][C:3]([O-:33])=[O:2])=[CH:7][C:8]=3[S:9]4)=[CH:25][C:24](=[O:26])[CH:23]=2)[CH2:32][CH2:31][O:30][CH2:29][CH2:28]1. The yield is 1.00. (4) The reactants are [C:1](#[N:5])[CH2:2][C:3]#[N:4].[CH2:6]([OH:8])[CH3:7].[ClH:9]. The catalyst is CCOCC. The product is [ClH:9].[C:3]([CH2:2][C:1](=[NH:5])[O:8][CH2:6][CH3:7])#[N:4]. The yield is 0.560. (5) The reactants are [NH2:1][C:2]1[N:3]=[N:4][CH:5]=[CH:6][C:7]=1[C@H:8]1[CH2:13][CH2:12][CH2:11][CH2:10][C@@H:9]1[O:14][C:15]1[C:20]([F:21])=[CH:19][C:18]([S:22]([N:25](CC2C=CC(OC)=CC=2OC)[C:26]2[CH:31]=[CH:30][N:29]=[CH:28][N:27]=2)(=[O:24])=[O:23])=[C:17]([F:43])[CH:16]=1.C([SiH](CC)CC)C.FC(F)(F)C(O)=O. The catalyst is ClCCl. The product is [NH2:1][C:2]1[N:3]=[N:4][CH:5]=[CH:6][C:7]=1[C@H:8]1[CH2:13][CH2:12][CH2:11][CH2:10][C@@H:9]1[O:14][C:15]1[C:20]([F:21])=[CH:19][C:18]([S:22]([NH:25][C:26]2[CH:31]=[CH:30][N:29]=[CH:28][N:27]=2)(=[O:23])=[O:24])=[C:17]([F:43])[CH:16]=1. The yield is 0.740. (6) The reactants are C(O)C.Cl[C:5]1[N:13]=[C:12]([NH2:14])[N:11]=[C:10]2[C:6]=1[N:7]=[C:8]([CH3:21])[N:9]2[CH:15]1[CH2:20][CH2:19][O:18][CH2:17][CH2:16]1.[N:22]1[CH:27]=[CH:26][C:25](B(O)O)=[CH:24][CH:23]=1.C([O-])([O-])=O.[K+].[K+]. The catalyst is CO.C1C=CC([P]([Pd]([P](C2C=CC=CC=2)(C2C=CC=CC=2)C2C=CC=CC=2)([P](C2C=CC=CC=2)(C2C=CC=CC=2)C2C=CC=CC=2)[P](C2C=CC=CC=2)(C2C=CC=CC=2)C2C=CC=CC=2)(C2C=CC=CC=2)C2C=CC=CC=2)=CC=1. The product is [CH3:21][C:8]1[N:9]([CH:15]2[CH2:20][CH2:19][O:18][CH2:17][CH2:16]2)[C:10]2[C:6]([N:7]=1)=[C:5]([C:25]1[CH:26]=[CH:27][N:22]=[CH:23][CH:24]=1)[N:13]=[C:12]([NH2:14])[N:11]=2. The yield is 0.990. (7) The reactants are [C:1]([NH:4][C@@H:5]1[CH2:10][C@H:9]([NH:11][C:12]([CH3:15])([CH3:14])[CH3:13])[CH2:8][CH2:7][C@@H:6]1[N:16]1[CH2:20][CH2:19][C@H:18]([NH:21]C(=O)OCC2C=CC=CC=2)[C:17]1=[O:32])(=[O:3])[CH3:2]. The catalyst is CO.[OH-].[OH-].[Pd+2]. The product is [NH2:21][C@H:18]1[CH2:19][CH2:20][N:16]([C@H:6]2[CH2:7][CH2:8][C@@H:9]([NH:11][C:12]([CH3:15])([CH3:13])[CH3:14])[CH2:10][C@H:5]2[NH:4][C:1](=[O:3])[CH3:2])[C:17]1=[O:32]. The yield is 0.850.